Dataset: Peptide-MHC class I binding affinity with 185,985 pairs from IEDB/IMGT. Task: Regression. Given a peptide amino acid sequence and an MHC pseudo amino acid sequence, predict their binding affinity value. This is MHC class I binding data. (1) The peptide sequence is DVFRPLFDFV. The MHC is HLA-A02:06 with pseudo-sequence HLA-A02:06. The binding affinity (normalized) is 0.497. (2) The peptide sequence is ELIKELPGY. The MHC is HLA-A02:03 with pseudo-sequence HLA-A02:03. The binding affinity (normalized) is 0.0847. (3) The peptide sequence is SEEEVRRRLT. The MHC is Mamu-A11 with pseudo-sequence Mamu-A11. The binding affinity (normalized) is 0.364.